The task is: Regression. Given two drug SMILES strings and cell line genomic features, predict the synergy score measuring deviation from expected non-interaction effect.. This data is from NCI-60 drug combinations with 297,098 pairs across 59 cell lines. (1) Drug 1: CC(C1=C(C=CC(=C1Cl)F)Cl)OC2=C(N=CC(=C2)C3=CN(N=C3)C4CCNCC4)N. Synergy scores: CSS=2.33, Synergy_ZIP=0.534, Synergy_Bliss=1.19, Synergy_Loewe=-3.83, Synergy_HSA=-3.16. Cell line: SF-268. Drug 2: C1C(C(OC1N2C=NC3=C(N=C(N=C32)Cl)N)CO)O. (2) Drug 1: C1=NNC2=C1C(=O)NC=N2. Drug 2: C1CCC(C(C1)N)N.C(=O)(C(=O)[O-])[O-].[Pt+4]. Cell line: K-562. Synergy scores: CSS=21.5, Synergy_ZIP=2.60, Synergy_Bliss=1.66, Synergy_Loewe=-34.9, Synergy_HSA=-2.82.